From a dataset of Reaction yield outcomes from USPTO patents with 853,638 reactions. Predict the reaction yield, written as a fraction of the theoretical maximum amount of product (1.0 means a 100% yield; for example, 0.34 means a 34% yield). (1) The reactants are [N:1]1[C:9]2[C:4](=[N:5][CH:6]=[CH:7][CH:8]=2)[O:3][C:2]=1[C:10]1[CH:19]=[CH:18][C:13]([C:14]([O:16]C)=[O:15])=[CH:12][CH:11]=1.[Li+].[OH-]. The catalyst is CO.C1COCC1. The product is [N:1]1[C:9]2[C:4](=[N:5][CH:6]=[CH:7][CH:8]=2)[O:3][C:2]=1[C:10]1[CH:19]=[CH:18][C:13]([C:14]([OH:16])=[O:15])=[CH:12][CH:11]=1. The yield is 0.630. (2) The reactants are [BH4-].[Li+].C([O:5][C:6](=O)[C:7]([O:10][C:11]1[CH:16]=[CH:15][CH:14]=[CH:13][C:12]=1[C:17]([N:19]1[CH2:33][C:22]2=[C:23]3[N:28]([N:29]=[C:21]2[CH2:20]1)[C:27]([CH3:30])=[C:26]([Cl:31])[C:25]([CH3:32])=[N:24]3)=[O:18])([F:9])[F:8])C. The catalyst is O1CCOCC1.CC(=O)OCC. The product is [Cl:31][C:26]1[C:25]([CH3:32])=[N:24][C:23]2[N:28]([N:29]=[C:21]3[CH2:20][N:19]([C:17]([C:12]4[CH:13]=[CH:14][CH:15]=[CH:16][C:11]=4[O:10][C:7]([F:8])([F:9])[CH2:6][OH:5])=[O:18])[CH2:33][C:22]3=2)[C:27]=1[CH3:30]. The yield is 0.220. (3) The reactants are [N+:1]([C:4]1[CH:5]=[C:6]([CH:10]=[C:11]([C:13]([F:16])([F:15])[F:14])[CH:12]=1)[C:7]([OH:9])=[O:8])([O-:3])=[O:2].S(=O)(=O)(O)O.[C:22](=O)([O-])O.[Na+]. The catalyst is CO. The product is [N+:1]([C:4]1[CH:5]=[C:6]([CH:10]=[C:11]([C:13]([F:14])([F:15])[F:16])[CH:12]=1)[C:7]([O:9][CH3:22])=[O:8])([O-:3])=[O:2]. The yield is 0.910. (4) The reactants are [N:1]1([C:7]2[CH:8]=[CH:9][C:10]([NH2:13])=[N:11][CH:12]=2)[CH2:6][CH2:5][O:4][CH2:3][CH2:2]1.Br[C:15]1[C:20](=[O:21])[N:19]([CH3:22])[CH:18]=[C:17]([C:23]2[C:24]([CH3:42])=[C:25]([NH:29][C:30](=[O:41])[C:31]3[CH:36]=[CH:35][C:34]([C:37]([CH3:40])([CH3:39])[CH3:38])=[CH:33][CH:32]=3)[CH:26]=[CH:27][CH:28]=2)[CH:16]=1.CC1(C)C2C=CC=C(P(C3C=CC=CC=3)C3C=CC=CC=3)C=2OC2C1=CC=CC=2P(C1C=CC=CC=1)C1C=CC=CC=1.C([O-])([O-])=O.[Cs+].[Cs+]. The catalyst is O1CCOCC1.C1C=CC(/C=C/C(/C=C/C2C=CC=CC=2)=O)=CC=1.C1C=CC(/C=C/C(/C=C/C2C=CC=CC=2)=O)=CC=1.C1C=CC(/C=C/C(/C=C/C2C=CC=CC=2)=O)=CC=1.[Pd].[Pd]. The product is [C:37]([C:34]1[CH:35]=[CH:36][C:31]([C:30]([NH:29][C:25]2[CH:26]=[CH:27][CH:28]=[C:23]([C:17]3[CH:16]=[C:15]([NH:13][C:10]4[CH:9]=[CH:8][C:7]([N:1]5[CH2:6][CH2:5][O:4][CH2:3][CH2:2]5)=[CH:12][N:11]=4)[C:20](=[O:21])[N:19]([CH3:22])[CH:18]=3)[C:24]=2[CH3:42])=[O:41])=[CH:32][CH:33]=1)([CH3:40])([CH3:38])[CH3:39]. The yield is 0.410. (5) The product is [CH3:1][O:2][C:3]1[CH:4]=[C:5]2[C:10](=[CH:11][C:12]=1[O:13][CH3:14])[N:9]=[CH:8][CH:7]=[C:6]2[O:15][C:16]1[C:22]([CH3:23])=[CH:21][C:19]([NH:20][C:26](=[O:28])[O:49][CH:45]([CH2:44][CH2:43][N:40]2[CH2:41][CH2:42][O:37][CH2:38][CH2:39]2)[CH2:46][CH2:47][CH3:48])=[C:18]([CH3:24])[CH:17]=1. The yield is 0.810. The reactants are [CH3:1][O:2][C:3]1[CH:4]=[C:5]2[C:10](=[CH:11][C:12]=1[O:13][CH3:14])[N:9]=[CH:8][CH:7]=[C:6]2[O:15][C:16]1[C:22]([CH3:23])=[CH:21][C:19]([NH2:20])=[C:18]([CH3:24])[CH:17]=1.Cl[C:26](Cl)([O:28]C(=O)OC(Cl)(Cl)Cl)Cl.[O:37]1[CH2:42][CH2:41][N:40]([CH2:43][CH2:44][CH:45]([OH:49])[CH2:46][CH2:47][CH3:48])[CH2:39][CH2:38]1.C(=O)(O)[O-].[Na+]. The catalyst is C(Cl)Cl.C(N(CC)CC)C.C1(C)C=CC=CC=1. (6) The reactants are [H-].[Na+].[Br:3][C:4]1[CH:5]=[C:6]([C:10](=[S:20])[NH:11][C:12]2[C:17]([F:18])=[CH:16][CH:15]=[CH:14][C:13]=2F)[CH:7]=[N:8][CH:9]=1.CN(C=O)C. The catalyst is C1(C)C=CC=CC=1. The product is [Br:3][C:4]1[CH:5]=[C:6]([C:10]2[S:20][C:13]3[CH:14]=[CH:15][CH:16]=[C:17]([F:18])[C:12]=3[N:11]=2)[CH:7]=[N:8][CH:9]=1. The yield is 0.313. (7) The reactants are [C:1]([NH:4][C@@H:5]1[CH2:9][CH2:8][N:7]([C:10]2[N:15]=[CH:14][C:13]([N:16]([CH3:36])[C:17](=[O:35])[C:18]([C:21]3[CH:26]=[C:25]([C:27]([F:30])([F:29])[F:28])[CH:24]=[C:23]([C:31]([F:34])([F:33])[F:32])[CH:22]=3)([CH3:20])[CH3:19])=[C:12]([C:37]3[CH:42]=[CH:41][C:40]([F:43])=[CH:39][C:38]=3[CH3:44])[CH:11]=2)[CH2:6]1)(=[O:3])[CH3:2].[CH3:45][Si]([N-][Si](C)(C)C)(C)C.[K+].IC.C(OCC)(=O)C. The catalyst is O1CCCC1. The product is [C:1]([N:4]([CH3:45])[C@@H:5]1[CH2:9][CH2:8][N:7]([C:10]2[N:15]=[CH:14][C:13]([N:16]([CH3:36])[C:17](=[O:35])[C:18]([C:21]3[CH:26]=[C:25]([C:27]([F:28])([F:29])[F:30])[CH:24]=[C:23]([C:31]([F:32])([F:33])[F:34])[CH:22]=3)([CH3:20])[CH3:19])=[C:12]([C:37]3[CH:42]=[CH:41][C:40]([F:43])=[CH:39][C:38]=3[CH3:44])[CH:11]=2)[CH2:6]1)(=[O:3])[CH3:2]. The yield is 0.870. (8) The reactants are [NH2:1][C:2]1[CH:3]=[CH:4][C:5]([CH:8]([C:13]([F:16])([F:15])[F:14])[C:9]([F:12])([F:11])[F:10])=[N:6][CH:7]=1.[Cl:17]N1C(=O)CCC1=O. The catalyst is C(#N)C. The product is [NH2:1][C:2]1[C:7]([Cl:17])=[N:6][C:5]([CH:8]([C:9]([F:10])([F:11])[F:12])[C:13]([F:16])([F:14])[F:15])=[CH:4][CH:3]=1. The yield is 0.860. (9) The reactants are [Br:1][C:2]1=[C:3]([Br:9])[C:4]([O:6][C:7]1=[O:8])=O.FC(F)(F)C([O-])=O.[O:17]=[C:18]1[NH:22][CH:21]2[CH:23]([CH2:26][CH2:27][CH2:28][CH2:29][C:30]([NH:32][CH2:33][CH2:34][O:35][CH2:36][CH2:37][O:38][CH2:39][CH2:40][NH3+:41])=[O:31])[S:24][CH2:25][CH:20]2[NH:19]1.C1(C)C=CC=CC=1.CO.C(Cl)Cl. The catalyst is CC(O)=O. The product is [Br:9][C:3]1[C:4](=[O:6])[N:41]([CH2:40][CH2:39][O:38][CH2:37][CH2:36][O:35][CH2:34][CH2:33][NH:32][C:30](=[O:31])[CH2:29][CH2:28][CH2:27][CH2:26][CH:23]2[CH:21]3[NH:22][C:18](=[O:17])[NH:19][CH:20]3[CH2:25][S:24]2)[C:7](=[O:8])[C:2]=1[Br:1]. The yield is 0.480.